This data is from Full USPTO retrosynthesis dataset with 1.9M reactions from patents (1976-2016). The task is: Predict the reactants needed to synthesize the given product. (1) The reactants are: [F:1][C:2]1([F:30])[CH2:7][CH2:6][N:5]([C:8]([C:10]2[NH:11][C:12]3[C:17]([CH:18]=2)=[CH:16][C:15]([C:19]([N:21]2[CH2:26][CH2:25][N:24]([CH:27]([CH3:29])[CH3:28])[CH2:23][CH2:22]2)=[O:20])=[CH:14][CH:13]=3)=[O:9])[CH2:4][CH2:3]1.[F:31][C:32]1[CH:33]=[C:34](B(O)O)[CH:35]=[CH:36][CH:37]=1.N1C=CC=CC=1. Given the product [F:30][C:2]1([F:1])[CH2:7][CH2:6][N:5]([C:8]([C:10]2[N:11]([C:36]3[CH:35]=[CH:34][CH:33]=[C:32]([F:31])[CH:37]=3)[C:12]3[C:17]([CH:18]=2)=[CH:16][C:15]([C:19]([N:21]2[CH2:22][CH2:23][N:24]([CH:27]([CH3:28])[CH3:29])[CH2:25][CH2:26]2)=[O:20])=[CH:14][CH:13]=3)=[O:9])[CH2:4][CH2:3]1, predict the reactants needed to synthesize it. (2) Given the product [Cl:1][C:2]1[CH:3]=[C:4]([O:12][C:13]2[C:25]([C:26]3([F:38])[CH2:27][O:28][CH2:29]3)=[CH:24][C:16]([C:17]([O:19][C:20]([CH3:22])([CH3:23])[CH3:21])=[O:18])=[C:15]([F:31])[CH:14]=2)[CH:5]=[N:6][C:7]=1[O:8][CH:9]([CH3:11])[CH3:10], predict the reactants needed to synthesize it. The reactants are: [Cl:1][C:2]1[CH:3]=[C:4]([O:12][C:13]2[C:25]([C:26]3(O)[CH2:29][O:28][CH2:27]3)=[CH:24][C:16]([C:17]([O:19][C:20]([CH3:23])([CH3:22])[CH3:21])=[O:18])=[C:15]([F:31])[CH:14]=2)[CH:5]=[N:6][C:7]=1[O:8][CH:9]([CH3:11])[CH3:10].C(N(S(F)(F)[F:38])CC)C. (3) Given the product [N:20]1[CH:25]=[CH:24][CH:23]=[C:22]([C:2]2[CH:3]=[C:4]([N:7]3[CH2:11][C@:10]4([CH:16]5[CH2:17][CH2:18][N:13]([CH2:14][CH2:15]5)[CH2:12]4)[O:9][C:8]3=[O:19])[O:5][CH:6]=2)[CH:21]=1, predict the reactants needed to synthesize it. The reactants are: Br[C:2]1[CH:3]=[C:4]([N:7]2[CH2:11][C@:10]3([CH:16]4[CH2:17][CH2:18][N:13]([CH2:14][CH2:15]4)[CH2:12]3)[O:9][C:8]2=[O:19])[O:5][CH:6]=1.[N:20]1[CH:25]=[CH:24][CH:23]=[C:22](B(O)O)[CH:21]=1. (4) Given the product [I:19][C:12]1[C:11]2[C:15](=[CH:16][CH:17]=[C:9]([OH:8])[CH:10]=2)[N:14]([CH3:18])[N:13]=1, predict the reactants needed to synthesize it. The reactants are: [Si]([O:8][C:9]1[CH:10]=[C:11]2[C:15](=[CH:16][CH:17]=1)[N:14]([CH3:18])[N:13]=[C:12]2[I:19])(C(C)(C)C)(C)C.CCCC[N+](CCCC)(CCCC)CCCC.[F-].O. (5) Given the product [O:1]1[CH2:5][CH2:4][CH:3]([O:6][C:10]2[CH:19]=[C:18]3[C:13]([CH:14]=[N:15][C:16]([NH:20][C:21]4([OH:31])[CH2:26][CH2:25][CH2:24][CH2:23][CH2:22]4)=[N:17]3)=[CH:12][CH:11]=2)[CH2:2]1, predict the reactants needed to synthesize it. The reactants are: [O:1]1[CH2:5][CH2:4][CH:3]([OH:6])[CH2:2]1.[H-].[Na+].F[C:10]1[CH:19]=[C:18]2[C:13]([CH:14]=[N:15][C:16]([NH:20][C@H:21]3[CH2:26][CH2:25][C@H:24](O)[CH2:23][CH2:22]3)=[N:17]2)=[CH:12][CH:11]=1.C1C[O:31]CC1.